From a dataset of Forward reaction prediction with 1.9M reactions from USPTO patents (1976-2016). Predict the product of the given reaction. (1) The product is: [OH:1][CH2:2][C:3]1[O:7][C:6]([C:8]([O:10][CH2:13][CH3:14])=[O:9])=[C:5]([CH3:11])[CH:4]=1. Given the reactants [OH:1][CH2:2][C:3]1[O:7][C:6]([C:8]([OH:10])=[O:9])=[C:5]([CH3:11])[CH:4]=1.I[CH2:13][CH3:14], predict the reaction product. (2) Given the reactants [F:1][CH:2]([F:16])[N:3]1[CH:8]=[C:7]([N:9]2[CH:13]=[CH:12][C:11](I)=[N:10]2)[CH:6]=[CH:5][C:4]1=[O:15].[OH:17][C@H:18]([C@@:26]1([CH3:33])[O:31][CH2:30][CH2:29][NH:28][C:27]1=[O:32])[C:19]([O:21][C:22]([CH3:25])([CH3:24])[CH3:23])=[O:20].BrC1C=CC(=O)N(C(F)F)C=1.NC1C=CNN=1, predict the reaction product. The product is: [F:1][CH:2]([F:16])[N:3]1[C:4](=[O:15])[CH:5]=[CH:6][C:7]([N:9]2[CH:13]=[CH:12][C:11]([N:28]3[CH2:29][CH2:30][O:31][C@@:26]([C@@H:18]([OH:17])[C:19]([O:21][C:22]([CH3:24])([CH3:23])[CH3:25])=[O:20])([CH3:33])[C:27]3=[O:32])=[N:10]2)=[CH:8]1. (3) Given the reactants [O:1]=[S:2]1(=[O:7])[CH2:6][CH2:5][CH2:4][NH:3]1.[H-].[Na+].Cl.[Br:11][C:12]1[CH:13]=[N:14][CH:15]=[C:16]([CH2:18]Cl)[CH:17]=1, predict the reaction product. The product is: [Br:11][C:12]1[CH:13]=[N:14][CH:15]=[C:16]([CH2:18][N:3]2[CH2:4][CH2:5][CH2:6][S:2]2(=[O:7])=[O:1])[CH:17]=1. (4) Given the reactants C([O-])([O-])=O.[K+].[K+].[F:7][C:8]1[CH:13]=[CH:12][C:11]([S:14]([NH:17][C:18]2[CH:23]=[C:22]([N+:24]([O-:26])=[O:25])[CH:21]=[CH:20][C:19]=2[O:27][CH2:28][CH:29]2[CH2:31][O:30]2)(=[O:16])=[O:15])=[CH:10][CH:9]=1, predict the reaction product. The product is: [F:7][C:8]1[CH:13]=[CH:12][C:11]([S:14]([N:17]2[C:18]3[CH:23]=[C:22]([N+:24]([O-:26])=[O:25])[CH:21]=[CH:20][C:19]=3[O:27][CH2:28][CH:29]2[CH2:31][OH:30])(=[O:16])=[O:15])=[CH:10][CH:9]=1.